This data is from CYP2C9 inhibition data for predicting drug metabolism from PubChem BioAssay. The task is: Regression/Classification. Given a drug SMILES string, predict its absorption, distribution, metabolism, or excretion properties. Task type varies by dataset: regression for continuous measurements (e.g., permeability, clearance, half-life) or binary classification for categorical outcomes (e.g., BBB penetration, CYP inhibition). Dataset: cyp2c9_veith. (1) The compound is CC(=O)Nc1ccc(NC(=O)C/C(C)=N/NC(=O)C(=O)N2CCCC2)cc1. The result is 0 (non-inhibitor). (2) The drug is CCN1CCCC1CNC(=O)CSCc1nc(-c2ccccc2C)oc1C. The result is 0 (non-inhibitor). (3) The compound is COc1ccc(-c2nc3cnc(N4CCOCC4)nc3n(-c3ccc(OC)cc3)c2=O)cc1. The result is 0 (non-inhibitor).